From a dataset of Forward reaction prediction with 1.9M reactions from USPTO patents (1976-2016). Predict the product of the given reaction. Given the reactants C1(P(C2CCCCC2)C2C=CC=CC=2C2C(C(C)C)=CC(C(C)C)=CC=2C(C)C)CCCCC1.C(=O)([O-])[O-].[Cs+].[Cs+].Br[C:42]1[CH:43]=[C:44]2[C:49](=[CH:50][CH:51]=1)[N:48]=[C:47]([CH3:52])[C:46]([S:53]([CH3:56])(=[O:55])=[O:54])=[C:45]2[C:57]1[CH:62]=[CH:61][C:60]([C:63]([F:66])([F:65])[F:64])=[CH:59][CH:58]=1.[NH:67]1[CH2:72][CH2:71][O:70][CH2:69][CH2:68]1, predict the reaction product. The product is: [CH3:56][S:53]([C:46]1[C:47]([CH3:52])=[N:48][C:49]2[C:44]([C:45]=1[C:57]1[CH:58]=[CH:59][C:60]([C:63]([F:64])([F:66])[F:65])=[CH:61][CH:62]=1)=[CH:43][C:42]([N:67]1[CH2:72][CH2:71][O:70][CH2:69][CH2:68]1)=[CH:51][CH:50]=2)(=[O:54])=[O:55].